This data is from Reaction yield outcomes from USPTO patents with 853,638 reactions. The task is: Predict the reaction yield, written as a fraction of the theoretical maximum amount of product (1.0 means a 100% yield; for example, 0.34 means a 34% yield). The reactants are [Cl:1][C:2]1[C:3]([NH:11][C:12]2[CH:17]=[CH:16][C:15]([Cl:18])=[CH:14][CH:13]=2)=[N:4][CH:5]=[C:6]([CH:10]=1)[C:7]([NH2:9])=[NH:8].Cl[CH2:20][C:21](=O)[CH3:22].[NH4+].[Cl-]. The catalyst is [NH4+].[OH-].O. The product is [Cl:1][C:2]1[C:3]([NH:11][C:12]2[CH:17]=[CH:16][C:15]([Cl:18])=[CH:14][CH:13]=2)=[N:4][CH:5]=[C:6]([C:7]2[NH:9][CH:20]=[C:21]([CH3:22])[N:8]=2)[CH:10]=1. The yield is 0.360.